Binary Classification. Given a drug SMILES string, predict its activity (active/inactive) in a high-throughput screening assay against a specified biological target. From a dataset of M1 muscarinic receptor antagonist screen with 61,756 compounds. (1) The molecule is Fc1ccc(CC(=O)N2CCN(CC2)CCN\C=C2\C(=O)CC(CC2=O)(C)C)cc1. The result is 0 (inactive). (2) The result is 0 (inactive). The compound is S(c1oc(nn1)C(NC(OC(C)(C)C)=O)Cc1c2c([nH]c1)cccc2)CC(=O)N(CC)CC. (3) The compound is O=C(N1C(Cc2c1cccc2)C)CN1CCC(n2nnc3c2ccc(c3)C)CC1. The result is 0 (inactive). (4) The drug is Brc1n(c2c(n(c(=O)[nH]c2=O)C)n1)C\C=C\C. The result is 0 (inactive).